Dataset: Peptide-MHC class II binding affinity with 134,281 pairs from IEDB. Task: Regression. Given a peptide amino acid sequence and an MHC pseudo amino acid sequence, predict their binding affinity value. This is MHC class II binding data. (1) The binding affinity (normalized) is 0. The MHC is HLA-DQA10102-DQB10502 with pseudo-sequence HLA-DQA10102-DQB10502. The peptide sequence is RNITGTSSTPEAVSL. (2) The peptide sequence is NRQILDNAAKYVEHD. The MHC is DRB1_0802 with pseudo-sequence DRB1_0802. The binding affinity (normalized) is 0.284. (3) The peptide sequence is WREMHHLVEFEPPHA. The MHC is DRB1_0901 with pseudo-sequence DRB1_0901. The binding affinity (normalized) is 0.178. (4) The peptide sequence is VSVLFMLLPTALAFH. The MHC is DRB1_0401 with pseudo-sequence DRB1_0401. The binding affinity (normalized) is 1.00.